From a dataset of NCI-60 drug combinations with 297,098 pairs across 59 cell lines. Regression. Given two drug SMILES strings and cell line genomic features, predict the synergy score measuring deviation from expected non-interaction effect. (1) Drug 1: CC1=CC=C(C=C1)C2=CC(=NN2C3=CC=C(C=C3)S(=O)(=O)N)C(F)(F)F. Drug 2: COC1=C2C(=CC3=C1OC=C3)C=CC(=O)O2. Cell line: SF-268. Synergy scores: CSS=-2.23, Synergy_ZIP=2.89, Synergy_Bliss=3.79, Synergy_Loewe=-1.44, Synergy_HSA=-0.767. (2) Drug 1: CS(=O)(=O)C1=CC(=C(C=C1)C(=O)NC2=CC(=C(C=C2)Cl)C3=CC=CC=N3)Cl. Drug 2: C1=C(C(=O)NC(=O)N1)N(CCCl)CCCl. Cell line: CAKI-1. Synergy scores: CSS=51.2, Synergy_ZIP=4.93, Synergy_Bliss=3.72, Synergy_Loewe=-6.53, Synergy_HSA=4.89. (3) Drug 1: CC1=C2C(C(=O)C3(C(CC4C(C3C(C(C2(C)C)(CC1OC(=O)C(C(C5=CC=CC=C5)NC(=O)C6=CC=CC=C6)O)O)OC(=O)C7=CC=CC=C7)(CO4)OC(=O)C)O)C)OC(=O)C. Drug 2: C1=CC=C(C=C1)NC(=O)CCCCCCC(=O)NO. Cell line: SR. Synergy scores: CSS=34.6, Synergy_ZIP=2.43, Synergy_Bliss=3.01, Synergy_Loewe=-22.1, Synergy_HSA=-0.200. (4) Drug 1: CCN(CC)CCNC(=O)C1=C(NC(=C1C)C=C2C3=C(C=CC(=C3)F)NC2=O)C. Drug 2: COCCOC1=C(C=C2C(=C1)C(=NC=N2)NC3=CC=CC(=C3)C#C)OCCOC.Cl. Cell line: IGROV1. Synergy scores: CSS=13.6, Synergy_ZIP=10.7, Synergy_Bliss=10.2, Synergy_Loewe=1.53, Synergy_HSA=6.93. (5) Drug 1: CC=C1C(=O)NC(C(=O)OC2CC(=O)NC(C(=O)NC(CSSCCC=C2)C(=O)N1)C(C)C)C(C)C. Drug 2: CC1C(C(CC(O1)OC2CC(OC(C2O)C)OC3=CC4=CC5=C(C(=O)C(C(C5)C(C(=O)C(C(C)O)O)OC)OC6CC(C(C(O6)C)O)OC7CC(C(C(O7)C)O)OC8CC(C(C(O8)C)O)(C)O)C(=C4C(=C3C)O)O)O)O. Cell line: NCI-H322M. Synergy scores: CSS=41.9, Synergy_ZIP=-1.40, Synergy_Bliss=-2.12, Synergy_Loewe=-13.4, Synergy_HSA=-0.156.